From a dataset of Reaction yield outcomes from USPTO patents with 853,638 reactions. Predict the reaction yield, written as a fraction of the theoretical maximum amount of product (1.0 means a 100% yield; for example, 0.34 means a 34% yield). (1) The reactants are CC([O-])(C)C.[K+].[C:7]([CH2:9][C:10]([NH2:12])=[O:11])#[N:8].[CH3:13][C:14](=O)/[CH:15]=[CH:16]/[CH2:17][CH3:18].N#N.O=O. The catalyst is CC#N.Cl. The product is [CH2:14]([C:15]1[NH:12][C:10](=[O:11])[C:9]([C:7]#[N:8])=[C:17]([CH3:18])[CH:16]=1)[CH3:13]. The yield is 0.210. (2) The reactants are [O:1]=[C:2]1[C:10]2[C:5](=[CH:6][CH:7]=[CH:8][CH:9]=2)[C:4](=[O:11])[N:3]1[CH2:12][CH:13]=O.Cl.[C:16]([O:20][C:21](=[O:28])[C@H:22]([C@H:24]([CH2:26][CH3:27])[CH3:25])[NH2:23])([CH3:19])([CH3:18])[CH3:17].C([BH3-])#N.[Na+].C(O)(=O)C. The catalyst is CO. The product is [O:11]=[C:4]1[C:5]2[C:10](=[CH:9][CH:8]=[CH:7][CH:6]=2)[C:2](=[O:1])[N:3]1[CH2:12][CH2:13][NH:23][C@@H:22]([C@@H:24]([CH3:25])[CH2:26][CH3:27])[C:21]([O:20][C:16]([CH3:17])([CH3:18])[CH3:19])=[O:28]. The yield is 0.590.